This data is from Catalyst prediction with 721,799 reactions and 888 catalyst types from USPTO. The task is: Predict which catalyst facilitates the given reaction. (1) Reactant: [NH2:1][C:2]1[CH:10]=[C:9]2[C:5]([CH2:6][C:7](=[O:11])[NH:8]2)=[C:4]([C:12]([F:15])([F:14])[F:13])[CH:3]=1.[O:16]=[C:17]1[C:25]2[C:20](=[CH:21][CH:22]=[CH:23][CH:24]=2)[C:19](=[O:26])N1C(OCC)=O.C(N(CC)CC)C.O. Product: [O:11]=[C:7]1[CH2:6][C:5]2[C:9](=[CH:10][C:2]([N:1]3[C:17](=[O:16])[C:25]4[C:20](=[CH:21][CH:22]=[CH:23][CH:24]=4)[C:19]3=[O:26])=[CH:3][C:4]=2[C:12]([F:15])([F:13])[F:14])[NH:8]1. The catalyst class is: 3. (2) Reactant: [C:1]([C:3]1[CH:4]=[C:5]2[C:10](=[CH:11][C:12]=1F)[O:9][CH2:8][CH2:7][CH:6]2[C:14]([O:16][CH3:17])=[O:15])#[N:2].[OH:18][C:19]1[CH:31]=[CH:30][C:22]([C:23]([O:25][C:26]([CH3:29])([CH3:28])[CH3:27])=[O:24])=[CH:21][CH:20]=1.C(=O)([O-])[O-].[K+].[K+]. The catalyst class is: 37. Product: [C:26]([O:25][C:23]([C:22]1[CH:21]=[CH:20][C:19]([O:18][C:12]2[CH:11]=[C:10]3[C:5]([CH:6]([C:14]([O:16][CH3:17])=[O:15])[CH2:7][CH2:8][O:9]3)=[CH:4][C:3]=2[C:1]#[N:2])=[CH:31][CH:30]=1)=[O:24])([CH3:29])([CH3:27])[CH3:28]. (3) Reactant: [Br:1][C:2]1[S:6][C:5]([C@:7]2([CH2:16][C:17]([O:19][C:20]([CH3:23])([CH3:22])[CH3:21])=[O:18])[S:13](=[O:15])(=[O:14])[CH2:12][CH2:11][NH:10][CH2:9][CH2:8]2)=[CH:4][CH:3]=1.[C@@]12(CS([O-])(=O)=O)C(C)(C)C(CC1)CC2=O.C(N(CC)CC)C.[C:46](O[C:46]([O:48][C:49]([CH3:52])([CH3:51])[CH3:50])=[O:47])([O:48][C:49]([CH3:52])([CH3:51])[CH3:50])=[O:47]. Product: [Br:1][C:2]1[S:6][C:5]([C@:7]2([CH2:16][C:17]([O:19][C:20]([CH3:23])([CH3:22])[CH3:21])=[O:18])[S:13](=[O:15])(=[O:14])[CH2:12][CH2:11][N:10]([C:46]([O:48][C:49]([CH3:52])([CH3:51])[CH3:50])=[O:47])[CH2:9][CH2:8]2)=[CH:4][CH:3]=1. The catalyst class is: 22. (4) Reactant: [CH2:1]([C:4]1[CH:9]=[CH:8][C:7]([O:10][C:11](=[O:18])[CH2:12][CH:13]([OH:17])[C:14]([OH:16])=[O:15])=[C:6]([O:19][CH3:20])[CH:5]=1)[CH:2]=[CH2:3].[C:21]([O-])([O-])=O.[K+].[K+].CI. Product: [CH3:21][O:15][C:14](=[O:16])[CH:13]([OH:17])[CH2:12][C:11]([O:10][C:7]1[CH:8]=[CH:9][C:4]([CH2:1][CH:2]=[CH2:3])=[CH:5][C:6]=1[O:19][CH3:20])=[O:18]. The catalyst class is: 39. (5) The catalyst class is: 6. Reactant: OCC[C@@H](NC(=O)OC(C)(C)C)CC1C=CC(C2N=C3C(C(O)C)=CC=CN3C=2)=CC=1.Cl.O1CCOCC1.C([N:42]([CH2:46][CH3:47])C(C)C)(C)C.Cl[C:49]1[CH:50]=[C:51]([CH:66]=C[C:68]=1[O:69][CH:70]([CH3:72])[CH3:71])[C:52]([O:54][C:55]1C(F)=C(F)C(F)=C(F)C=1F)=[O:53]. Product: [C:46]([C:47]1[CH:66]=[C:51]([CH:50]=[CH:49][C:68]=1[O:69][CH:70]([CH3:72])[CH3:71])[C:52]([O:54][CH3:55])=[O:53])#[N:42]. (6) Reactant: [C:1]([O-])([O-])=[O:2].[K+].[K+].[Cl:7][C:8]1[CH:15]=[CH:14][CH:13]=[C:12]([Cl:16])[C:9]=1[CH2:10]Cl.[CH3:17][O:18][C:19]1[C:24](C)=[CH:23][C:22]([N:26]2[C:31](=[O:32])[N:30](CC3C(F)=CC(F)=CC=3F)[C:29]3[CH:43]=[CH:44][CH:45]=[CH:46][C:28]=3[S:27]2(=[O:48])=[O:47])=[CH:21][C:20]=1C. Product: [Cl:7][C:8]1[CH:15]=[CH:14][CH:13]=[C:12]([Cl:16])[C:9]=1[CH2:10][N:30]1[C:29]2[CH:43]=[CH:44][CH:45]=[CH:46][C:28]=2[S:27](=[O:47])(=[O:48])[N:26]([C:22]2[CH:21]=[CH:20][C:19]([O:18][CH3:17])=[C:24]([O:2][CH3:1])[CH:23]=2)[C:31]1=[O:32]. The catalyst class is: 3.